This data is from Forward reaction prediction with 1.9M reactions from USPTO patents (1976-2016). The task is: Predict the product of the given reaction. Given the reactants [S:1]1[CH:5]=[CH:4][C:3]2[C:6]([N:10]3[CH2:15][CH2:14][N:13]([CH2:16][CH2:17][CH2:18][O:19][C:20]4[CH:29]=[C:28]5[C:23]([CH:24]=[CH:25][N:26]([CH3:31])[C:27]5=[O:30])=[CH:22][CH:21]=4)[CH2:12][CH2:11]3)=[CH:7][CH:8]=[CH:9][C:2]1=2.S1C=CC2C(N3CCN(CCCOC4C=C5C(C=CNC5=O)=CC=4)CC3)=CC=CC1=2.CI.C(O)C.[ClH:67], predict the reaction product. The product is: [ClH:67].[S:1]1[CH:5]=[CH:4][C:3]2[C:6]([N:10]3[CH2:15][CH2:14][N:13]([CH2:16][CH2:17][CH2:18][O:19][C:20]4[CH:29]=[C:28]5[C:23]([CH:24]=[CH:25][N:26]([CH3:31])[C:27]5=[O:30])=[CH:22][CH:21]=4)[CH2:12][CH2:11]3)=[CH:7][CH:8]=[CH:9][C:2]1=2.